Dataset: Peptide-MHC class I binding affinity with 185,985 pairs from IEDB/IMGT. Task: Regression. Given a peptide amino acid sequence and an MHC pseudo amino acid sequence, predict their binding affinity value. This is MHC class I binding data. (1) The peptide sequence is EVVDMLSTY. The MHC is HLA-A02:11 with pseudo-sequence HLA-A02:11. The binding affinity (normalized) is 0.0847. (2) The peptide sequence is SRNKRGVFV. The MHC is HLA-B27:05 with pseudo-sequence HLA-B27:05. The binding affinity (normalized) is 0.436.